The task is: Predict the product of the given reaction.. This data is from Forward reaction prediction with 1.9M reactions from USPTO patents (1976-2016). (1) Given the reactants O[C:2]1[C:7]([NH:8][C:9](=[O:20])[C:10]2[CH:15]=[C:14]([CH3:16])[C:13]([O:17][CH3:18])=[C:12]([CH3:19])[CH:11]=2)=[C:6](O)[N:5]=[C:4]([S:22][CH3:23])[N:3]=1.S(=O)(=O)(O)[O-].[Na+].P(Cl)(Cl)([Cl:32])=O, predict the reaction product. The product is: [Cl:32][C:2]1[C:7]2[N:8]=[C:9]([C:10]3[CH:15]=[C:14]([CH3:16])[C:13]([O:17][CH3:18])=[C:12]([CH3:19])[CH:11]=3)[O:20][C:6]=2[N:5]=[C:4]([S:22][CH3:23])[N:3]=1. (2) Given the reactants [Cl:1][C:2]1[CH:3]=[CH:4][C:5]([O:26][CH2:27][CH:28]([CH3:30])[CH3:29])=[C:6]([CH2:8][N:9]2[C:13]([CH3:14])=[CH:12][C:11]([C:15]([NH:17][C:18]3[CH:23]=[CH:22][C:21]([CH:24]=C)=[CH:20][N:19]=3)=[O:16])=[N:10]2)[CH:7]=1.O.CC[O:34]C(C)=O, predict the reaction product. The product is: [Cl:1][C:2]1[CH:3]=[CH:4][C:5]([O:26][CH2:27][CH:28]([CH3:29])[CH3:30])=[C:6]([CH2:8][N:9]2[C:13]([CH3:14])=[CH:12][C:11]([C:15]([NH:17][C:18]3[CH:23]=[CH:22][C:21]([CH:24]=[O:34])=[CH:20][N:19]=3)=[O:16])=[N:10]2)[CH:7]=1. (3) Given the reactants CC(C1C=C(C(C)C)C(C2C=CC=CC=2P(C2CCCCC2)C2CCCCC2)=C(C(C)C)C=1)C.Cl[C:36]1[C:45]2[C:40](=[CH:41][C:42]([F:46])=[CH:43][CH:44]=2)[N:39]=[C:38]([C:47]2[CH:52]=[CH:51][CH:50]=[CH:49][N:48]=2)[C:37]=1[CH3:53].[NH2:54][C:55]1[CH:56]=[C:57]([NH:67][C:68](=[O:72])[CH:69]([CH3:71])[CH3:70])[CH:58]=[C:59]([N:61]2[CH2:66][CH2:65][O:64][CH2:63][CH2:62]2)[CH:60]=1.C(=O)([O-])[O-].[K+].[K+], predict the reaction product. The product is: [F:46][C:42]1[CH:41]=[C:40]2[C:45]([C:36]([NH:54][C:55]3[CH:56]=[C:57]([NH:67][C:68](=[O:72])[CH:69]([CH3:70])[CH3:71])[CH:58]=[C:59]([N:61]4[CH2:66][CH2:65][O:64][CH2:63][CH2:62]4)[CH:60]=3)=[C:37]([CH3:53])[C:38]([C:47]3[CH:52]=[CH:51][CH:50]=[CH:49][N:48]=3)=[N:39]2)=[CH:44][CH:43]=1.